Regression. Given two drug SMILES strings and cell line genomic features, predict the synergy score measuring deviation from expected non-interaction effect. From a dataset of NCI-60 drug combinations with 297,098 pairs across 59 cell lines. (1) Drug 1: CC1=C(C=C(C=C1)NC(=O)C2=CC=C(C=C2)CN3CCN(CC3)C)NC4=NC=CC(=N4)C5=CN=CC=C5. Drug 2: CC1=C(N=C(N=C1N)C(CC(=O)N)NCC(C(=O)N)N)C(=O)NC(C(C2=CN=CN2)OC3C(C(C(C(O3)CO)O)O)OC4C(C(C(C(O4)CO)O)OC(=O)N)O)C(=O)NC(C)C(C(C)C(=O)NC(C(C)O)C(=O)NCCC5=NC(=CS5)C6=NC(=CS6)C(=O)NCCC[S+](C)C)O. Cell line: DU-145. Synergy scores: CSS=26.6, Synergy_ZIP=-3.12, Synergy_Bliss=2.28, Synergy_Loewe=-25.1, Synergy_HSA=-2.93. (2) Drug 1: CC12CCC3C(C1CCC2=O)CC(=C)C4=CC(=O)C=CC34C. Drug 2: CC1=C2C(C(=O)C3(C(CC4C(C3C(C(C2(C)C)(CC1OC(=O)C(C(C5=CC=CC=C5)NC(=O)OC(C)(C)C)O)O)OC(=O)C6=CC=CC=C6)(CO4)OC(=O)C)O)C)O. Cell line: HT29. Synergy scores: CSS=46.9, Synergy_ZIP=0.444, Synergy_Bliss=1.32, Synergy_Loewe=-12.1, Synergy_HSA=2.90. (3) Drug 1: CN(C)C1=NC(=NC(=N1)N(C)C)N(C)C. Drug 2: C1=NC(=NC(=O)N1C2C(C(C(O2)CO)O)O)N. Cell line: UACC-257. Synergy scores: CSS=-10.1, Synergy_ZIP=3.58, Synergy_Bliss=0.643, Synergy_Loewe=-5.84, Synergy_HSA=-5.11. (4) Drug 1: C1CCN(CC1)CCOC2=CC=C(C=C2)C(=O)C3=C(SC4=C3C=CC(=C4)O)C5=CC=C(C=C5)O. Drug 2: CC12CCC3C(C1CCC2OP(=O)(O)O)CCC4=C3C=CC(=C4)OC(=O)N(CCCl)CCCl.[Na+]. Cell line: BT-549. Synergy scores: CSS=-4.22, Synergy_ZIP=6.07, Synergy_Bliss=5.61, Synergy_Loewe=-1.10, Synergy_HSA=-0.311. (5) Drug 1: CC1=C(C(=CC=C1)Cl)NC(=O)C2=CN=C(S2)NC3=CC(=NC(=N3)C)N4CCN(CC4)CCO. Drug 2: C(CCl)NC(=O)N(CCCl)N=O. Cell line: MDA-MB-435. Synergy scores: CSS=6.81, Synergy_ZIP=-1.21, Synergy_Bliss=2.03, Synergy_Loewe=-1.60, Synergy_HSA=-1.65. (6) Drug 1: CCC1=CC2CC(C3=C(CN(C2)C1)C4=CC=CC=C4N3)(C5=C(C=C6C(=C5)C78CCN9C7C(C=CC9)(C(C(C8N6C)(C(=O)OC)O)OC(=O)C)CC)OC)C(=O)OC.C(C(C(=O)O)O)(C(=O)O)O. Drug 2: CC12CCC3C(C1CCC2OP(=O)(O)O)CCC4=C3C=CC(=C4)OC(=O)N(CCCl)CCCl.[Na+]. Cell line: CAKI-1. Synergy scores: CSS=42.8, Synergy_ZIP=4.40, Synergy_Bliss=-0.721, Synergy_Loewe=-11.8, Synergy_HSA=0.904. (7) Drug 1: CCCS(=O)(=O)NC1=C(C(=C(C=C1)F)C(=O)C2=CNC3=C2C=C(C=N3)C4=CC=C(C=C4)Cl)F. Drug 2: C1CCC(C1)C(CC#N)N2C=C(C=N2)C3=C4C=CNC4=NC=N3. Cell line: NCI-H322M. Synergy scores: CSS=-2.20, Synergy_ZIP=4.32, Synergy_Bliss=2.80, Synergy_Loewe=-3.69, Synergy_HSA=-3.28. (8) Drug 1: CC1CCC2CC(C(=CC=CC=CC(CC(C(=O)C(C(C(=CC(C(=O)CC(OC(=O)C3CCCCN3C(=O)C(=O)C1(O2)O)C(C)CC4CCC(C(C4)OC)OCCO)C)C)O)OC)C)C)C)OC. Drug 2: CN(CCCl)CCCl.Cl. Cell line: SF-539. Synergy scores: CSS=20.9, Synergy_ZIP=-9.98, Synergy_Bliss=-0.420, Synergy_Loewe=-14.5, Synergy_HSA=1.23. (9) Drug 1: CC(CN1CC(=O)NC(=O)C1)N2CC(=O)NC(=O)C2. Drug 2: N.N.Cl[Pt+2]Cl. Cell line: UO-31. Synergy scores: CSS=17.2, Synergy_ZIP=-1.21, Synergy_Bliss=2.77, Synergy_Loewe=4.86, Synergy_HSA=5.03.